From a dataset of Reaction yield outcomes from USPTO patents with 853,638 reactions. Predict the reaction yield, written as a fraction of the theoretical maximum amount of product (1.0 means a 100% yield; for example, 0.34 means a 34% yield). The reactants are C(OC(=O)[NH:7][C@H:8]([CH:13]1[CH2:15][CH2:14]1)[C:9]([OH:12])([CH3:11])[CH3:10])(C)(C)C.CO.[ClH:19]. No catalyst specified. The product is [ClH:19].[NH2:7][C@H:8]([CH:13]1[CH2:15][CH2:14]1)[C:9]([CH3:11])([OH:12])[CH3:10]. The yield is 0.820.